This data is from Reaction yield outcomes from USPTO patents with 853,638 reactions. The task is: Predict the reaction yield, written as a fraction of the theoretical maximum amount of product (1.0 means a 100% yield; for example, 0.34 means a 34% yield). (1) The reactants are [O:1]([C:8]1[CH:27]=[CH:26][C:11]([O:12][C:13]2[CH:18]=[CH:17][N:16]=[CH:15][C:14]=2[C:19]2[CH:25]=[CH:24][C:22]([NH2:23])=[CH:21][CH:20]=2)=[CH:10][CH:9]=1)[C:2]1[CH:7]=[CH:6][CH:5]=[CH:4][CH:3]=1.N1C=CC=CC=1.CN1C[CH2:38][CH2:37][C:36]1=[O:40]. The catalyst is ClCCl. The product is [O:1]([C:8]1[CH:9]=[CH:10][C:11]([O:12][C:13]2[CH:18]=[CH:17][N:16]=[CH:15][C:14]=2[C:19]2[CH:20]=[CH:21][C:22]([NH:23][C:36](=[O:40])[CH2:37][CH3:38])=[CH:24][CH:25]=2)=[CH:26][CH:27]=1)[C:2]1[CH:7]=[CH:6][CH:5]=[CH:4][CH:3]=1. The yield is 0.770. (2) The reactants are [NH2:1][C:2]1[C:10]([CH3:11])=[CH:9][C:8]([N:12]2[CH:16]=[N:15][CH:14]=[N:13]2)=[CH:7][C:3]=1[C:4]([OH:6])=[O:5].[C:17](Cl)(Cl)=[O:18]. The catalyst is O1CCOCC1.C1(C)C=CC=CC=1. The product is [CH3:11][C:10]1[C:2]2[NH:1][C:17](=[O:18])[O:5][C:4](=[O:6])[C:3]=2[CH:7]=[C:8]([N:12]2[CH:16]=[N:15][CH:14]=[N:13]2)[CH:9]=1. The yield is 1.00.